This data is from Forward reaction prediction with 1.9M reactions from USPTO patents (1976-2016). The task is: Predict the product of the given reaction. (1) The product is: [F:1][C:2]1[CH:22]=[CH:21][CH:20]=[C:19]([F:23])[C:3]=1[CH2:4][O:5][C:6]1[C:7]2[N:8]([C:13]([C:17](=[NH:18])[NH:24][OH:25])=[C:14]([CH3:16])[N:15]=2)[CH:9]=[C:10]([CH3:12])[CH:11]=1. Given the reactants [F:1][C:2]1[CH:22]=[CH:21][CH:20]=[C:19]([F:23])[C:3]=1[CH2:4][O:5][C:6]1[C:7]2[N:8]([C:13]([C:17]#[N:18])=[C:14]([CH3:16])[N:15]=2)[CH:9]=[C:10]([CH3:12])[CH:11]=1.[NH2:24][OH:25], predict the reaction product. (2) The product is: [CH3:26][O:25][C:23](=[O:24])[C:22]1[CH:27]=[C:18]([Br:17])[C:19]([O:5][CH2:4][CH2:3][N:2]([CH3:6])[CH3:1])=[N:20][CH:21]=1. Given the reactants [CH3:1][N:2]([CH3:6])[CH2:3][CH2:4][OH:5].C[Si]([N-][Si](C)(C)C)(C)C.[Li+].[Br:17][C:18]1[C:19](F)=[N:20][CH:21]=[C:22]([CH:27]=1)[C:23]([O:25][CH3:26])=[O:24].[NH4+].[Cl-], predict the reaction product. (3) Given the reactants [CH2:1]([O:5][C:6]([NH:8][C@@H:9]([CH2:15][CH2:16][C:17](=[O:34])[N:18]1[CH2:22][CH2:21][C:20]2([CH2:27][CH2:26][N:25]([C:28]3[CH:33]=[CH:32][N:31]=[CH:30][CH:29]=3)[CH2:24][CH2:23]2)[CH2:19]1)[C:10]([O:12]CC)=[O:11])=[O:7])[CH2:2][CH2:3][CH3:4].[Li+].[OH-], predict the reaction product. The product is: [CH2:1]([O:5][C:6]([NH:8][C@@H:9]([CH2:15][CH2:16][C:17](=[O:34])[N:18]1[CH2:22][CH2:21][C:20]2([CH2:27][CH2:26][N:25]([C:28]3[CH:29]=[CH:30][N:31]=[CH:32][CH:33]=3)[CH2:24][CH2:23]2)[CH2:19]1)[C:10]([OH:12])=[O:11])=[O:7])[CH2:2][CH2:3][CH3:4]. (4) Given the reactants Cl.C([O:9][C:10]1[C:19]2[C:14](=[CH:15][C:16]([O:21][CH:22]3[CH2:27][CH2:26][CH:25]([CH:28]([NH2:37])[C:29]4[CH:34]=[CH:33][C:32]([O:35][CH3:36])=[CH:31][CH:30]=4)[CH2:24][CH2:23]3)=[C:17]([Cl:20])[CH:18]=2)[CH:13]=[CH:12][N:11]=1)C1C=CC=CC=1.C(#N)C.O, predict the reaction product. The product is: [NH2:37][CH:28]([C:29]1[CH:34]=[CH:33][C:32]([O:35][CH3:36])=[CH:31][CH:30]=1)[CH:25]1[CH2:24][CH2:23][CH:22]([O:21][C:16]2[CH:15]=[C:14]3[C:19](=[CH:18][C:17]=2[Cl:20])[C:10](=[O:9])[NH:11][CH:12]=[CH:13]3)[CH2:27][CH2:26]1. (5) The product is: [F:1][C:2]1[C:3]([CH2:8][C:9]([O-:11])=[O:10])=[N:4][CH:5]=[CH:6][CH:7]=1.[Na+:15]. Given the reactants [F:1][C:2]1[C:3]([CH2:8][C:9]([O:11]CC)=[O:10])=[N:4][CH:5]=[CH:6][CH:7]=1.[OH-].[Na+:15], predict the reaction product.